From a dataset of Catalyst prediction with 721,799 reactions and 888 catalyst types from USPTO. Predict which catalyst facilitates the given reaction. The catalyst class is: 4. Reactant: C(N(S(F)(F)[F:7])CC)C.[F:10][C:11]1[N:16]=[CH:15][C:14]([CH2:17]O)=[C:13]([I:19])[CH:12]=1.C(O)C.C(=O)(O)[O-].[Na+]. Product: [F:10][C:11]1[CH:12]=[C:13]([I:19])[C:14]([CH2:17][F:7])=[CH:15][N:16]=1.